From a dataset of Forward reaction prediction with 1.9M reactions from USPTO patents (1976-2016). Predict the product of the given reaction. (1) Given the reactants C(=O)([O-])[O-].[K+].[K+].CN(C)C=O.[CH:12]([C:16]1[C:17]([OH:33])=[N:18][C:19]([N:28]2[CH:32]=[CH:31][CH:30]=[N:29]2)=[N:20][C:21]=1[NH:22][CH2:23][C:24]([F:27])([F:26])[F:25])([CH2:14][CH3:15])[CH3:13].Cl[CH:35]([F:37])[F:36], predict the reaction product. The product is: [CH:12]([C:16]1[C:21]([NH:22][CH2:23][C:24]([F:26])([F:27])[F:25])=[N:20][C:19]([N:28]2[CH:32]=[CH:31][CH:30]=[N:29]2)=[N:18][C:17]=1[O:33][CH:35]([F:37])[F:36])([CH2:14][CH3:15])[CH3:13]. (2) Given the reactants P(Cl)(Cl)(Cl)=O.[Br:6][C:7]1[CH:15]=[CH:14][CH:13]=[C:12]2[C:8]=1[CH:9]=[C:10]([C:16]([NH2:18])=O)[NH:11]2.C([O-])([O-])=O.[Na+].[Na+], predict the reaction product. The product is: [Br:6][C:7]1[CH:15]=[CH:14][CH:13]=[C:12]2[C:8]=1[CH:9]=[C:10]([C:16]#[N:18])[NH:11]2. (3) Given the reactants F[C:2]1[CH:11]=[CH:10][C:5]([C:6]([O:8][CH3:9])=[O:7])=[CH:4][C:3]=1[O:12][CH3:13].[Br:14][C:15]1[N:16]=[CH:17][NH:18][CH:19]=1.C(=O)([O-])[O-].[K+].[K+].C(OCC)(=O)C, predict the reaction product. The product is: [Br:14][C:15]1[N:16]=[CH:17][N:18]([C:2]2[CH:11]=[CH:10][C:5]([C:6]([O:8][CH3:9])=[O:7])=[CH:4][C:3]=2[O:12][CH3:13])[CH:19]=1. (4) Given the reactants [Br:1][CH2:2][CH2:3][CH2:4][CH2:5][CH2:6][O:7][CH:8]1[CH2:13][CH2:12][CH2:11][CH2:10][O:9]1.[Mg:14], predict the reaction product. The product is: [Mg:14].[Br:1][CH2:2][CH2:3][CH2:4][CH2:5][CH2:6][O:7][CH:8]1[CH2:13][CH2:12][CH2:11][CH2:10][O:9]1. (5) Given the reactants [C:1]1([CH:7]([CH3:9])[CH3:8])[CH:6]=[CH:5][CH:4]=[CH:3][CH:2]=1.[OH:10]N1C(=O)C2=CC=CC=C2C1=O, predict the reaction product. The product is: [C:7]([C:1]1[CH:6]=[CH:5][CH:4]=[CH:3][CH:2]=1)(=[O:10])[CH3:9].[C:1]1([C:7]([OH:10])([CH3:9])[CH3:8])[CH:6]=[CH:5][CH:4]=[CH:3][CH:2]=1.[C:1]1([OH:10])[CH:6]=[CH:5][CH:4]=[CH:3][CH:2]=1.[C:1]1([CH:7]([CH3:9])[CH3:8])[CH:6]=[CH:5][CH:4]=[CH:3][CH:2]=1. (6) Given the reactants [C:1]([O:5][C:6]([N:8]1[CH2:13][CH2:12][NH:11][CH2:10][CH:9]1C(OC(C)(C)C)=O)=[O:7])([CH3:4])(C)C.C(N([CH2:26][CH3:27])CC)C.[F:28][C:29]1[CH:34]=[CH:33][CH:32]=[C:31]([F:35])[C:30]=1[S:36](Cl)(=[O:38])=[O:37], predict the reaction product. The product is: [F:28][C:29]1[CH:34]=[CH:33][CH:32]=[C:31]([F:35])[C:30]=1[S:36]([N:11]1[CH2:10][CH2:9][N:8]([C:6]([O:5][CH2:1][CH2:4][CH2:26][CH3:27])=[O:7])[CH2:13][CH2:12]1)(=[O:38])=[O:37]. (7) Given the reactants [CH3:1][O:2][C:3](=[O:15])[CH2:4]OC1C=CC=C2C=1C=CN2.[OH:16][C:17]1[CH:18]=[C:19]2[C:23](=[CH:24][CH:25]=1)[NH:22][CH:21]=[CH:20]2, predict the reaction product. The product is: [CH3:1][O:2][C:3](=[O:15])[CH2:4][O:16][C:17]1[CH:18]=[C:19]2[C:23](=[CH:24][CH:25]=1)[NH:22][CH:21]=[CH:20]2.